Dataset: Full USPTO retrosynthesis dataset with 1.9M reactions from patents (1976-2016). Task: Predict the reactants needed to synthesize the given product. (1) Given the product [Cl:34][C:31]1[CH:32]=[CH:33][C:28]([C:12]2[C:11]3[CH2:10][CH2:9][NH:8][CH2:17][CH2:16][C:15]=3[N:14]([CH2:18][C:19]3[CH:24]=[CH:23][C:22]([O:25][CH3:26])=[CH:21][C:20]=3[CH3:27])[N:13]=2)=[CH:29][CH:30]=1, predict the reactants needed to synthesize it. The reactants are: C(OC([N:8]1[CH2:17][CH2:16][C:15]2[N:14]([CH2:18][C:19]3[CH:24]=[CH:23][C:22]([O:25][CH3:26])=[CH:21][C:20]=3[CH3:27])[N:13]=[C:12]([C:28]3[CH:33]=[CH:32][C:31]([Cl:34])=[CH:30][CH:29]=3)[C:11]=2[CH2:10][CH2:9]1)=O)(C)(C)C.C(O)(C(F)(F)F)=O. (2) Given the product [CH2:36]([O:38][C:39](=[O:59])[CH2:40][C:41]1([C:44]2[CH:49]=[CH:48][C:47]([C:2]3[CH:7]=[CH:6][C:5]([C:8]4[O:12][N:11]=[C:10]([CH3:13])[C:9]=4[NH:14][CH:15]([CH3:35])[CH2:16][C:17]4[CH:22]=[CH:21][C:20]([O:23][CH2:24][C:25]5[CH:30]=[CH:29][C:28]([C:31]([F:34])([F:33])[F:32])=[CH:27][CH:26]=5)=[CH:19][CH:18]=4)=[CH:4][CH:3]=3)=[CH:46][CH:45]=2)[CH2:43][CH2:42]1)[CH3:37], predict the reactants needed to synthesize it. The reactants are: Br[C:2]1[CH:7]=[CH:6][C:5]([C:8]2[O:12][N:11]=[C:10]([CH3:13])[C:9]=2[NH:14][CH:15]([CH3:35])[CH2:16][C:17]2[CH:22]=[CH:21][C:20]([O:23][CH2:24][C:25]3[CH:30]=[CH:29][C:28]([C:31]([F:34])([F:33])[F:32])=[CH:27][CH:26]=3)=[CH:19][CH:18]=2)=[CH:4][CH:3]=1.[CH2:36]([O:38][C:39](=[O:59])[CH2:40][C:41]1([C:44]2[CH:49]=[CH:48][C:47](B3OC(C)(C)C(C)(C)O3)=[CH:46][CH:45]=2)[CH2:43][CH2:42]1)[CH3:37]. (3) Given the product [F:1][C:2]1[CH:3]=[C:4]([CH:14]=[CH:15][C:16]=1[C:17]([F:18])([F:19])[F:20])[O:5][C:6]1[CH:11]=[CH:10][C:9]([CH2:12][O:13][C:22]2[CH:33]=[C:26]3[N:27]([CH3:32])[C@@H:28]([CH3:31])[CH2:29][CH2:30][N:25]3[C:24](=[O:34])[N:23]=2)=[CH:8][CH:7]=1, predict the reactants needed to synthesize it. The reactants are: [F:1][C:2]1[CH:3]=[C:4]([CH:14]=[CH:15][C:16]=1[C:17]([F:20])([F:19])[F:18])[O:5][C:6]1[CH:11]=[CH:10][C:9]([CH2:12][OH:13])=[CH:8][CH:7]=1.Cl[C:22]1[CH:33]=[C:26]2[N:27]([CH3:32])[C@@H:28]([CH3:31])[CH2:29][CH2:30][N:25]2[C:24](=[O:34])[N:23]=1. (4) Given the product [S:1]([NH:11][C:12]1[N:17]2[C:18]3[N:24]=[CH:23][CH:22]=[CH:21][C:19]=3[CH:20]=[C:16]2[CH:15]=[CH:14][N:13]=1)([C:4]1[CH:10]=[CH:9][C:7]([CH3:8])=[CH:6][CH:5]=1)(=[O:2])=[O:3], predict the reactants needed to synthesize it. The reactants are: [S:1]([NH:11][C:12]1[N:17]2[C:18]3[N:24]=[CH:23][CH:22]=[CH:21][C:19]=3[CH:20]=[C:16]2[C:15](O)=[CH:14][N:13]=1)([C:4]1[CH:10]=[CH:9][C:7]([CH3:8])=[CH:6][CH:5]=1)(=[O:3])=[O:2].CS(Cl)(=O)=O.